From a dataset of Catalyst prediction with 721,799 reactions and 888 catalyst types from USPTO. Predict which catalyst facilitates the given reaction. (1) Reactant: C(OC(=O)[NH:7][CH:8]1[CH2:13][CH2:12][CH2:11][CH:10]([C:14]#[N:15])[CH2:9]1)(C)(C)C. Product: [NH2:7][CH:8]1[CH2:13][CH2:12][CH2:11][CH:10]([C:14]#[N:15])[CH2:9]1. The catalyst class is: 137. (2) Reactant: [C:1]([O:5][C:6]([N:8]1[CH2:11][CH:10]([N+:12]([O-:42])([CH2:14][CH2:15][N:16]2[C:21]3[N:22]=[C:23](S(C)=O)[N:24]=[CH:25][C:20]=3[CH:19]=[C:18]([C:29]3[C:34]([Cl:35])=[C:33]([O:36][CH3:37])[CH:32]=[C:31]([O:38][CH3:39])[C:30]=3[Cl:40])[C:17]2=[O:41])[CH3:13])[CH2:9]1)=[O:7])([CH3:4])([CH3:3])[CH3:2].[CH3:43][NH2:44]. Product: [C:1]([O:5][C:6]([N:8]1[CH2:11][CH:10]([N+:12]([O-:42])([CH2:14][CH2:15][N:16]2[C:21]3[N:22]=[C:23]([NH:44][CH3:43])[N:24]=[CH:25][C:20]=3[CH:19]=[C:18]([C:29]3[C:34]([Cl:35])=[C:33]([O:36][CH3:37])[CH:32]=[C:31]([O:38][CH3:39])[C:30]=3[Cl:40])[C:17]2=[O:41])[CH3:13])[CH2:9]1)=[O:7])([CH3:4])([CH3:3])[CH3:2]. The catalyst class is: 2. (3) Reactant: [F:1][C:2]1[CH:7]=[C:6]([OH:8])[CH:5]=[C:4]([F:9])[C:3]=1[C:10]1[CH:11]=[C:12]2[C:17](=[CH:18][CH:19]=1)[CH:16]=[C:15]([OH:20])[CH:14]=[CH:13]2.C1C(=O)N([Cl:28])C(=O)C1. Product: [Cl:28][C:16]1[C:17]2[C:12](=[CH:11][C:10]([C:3]3[C:2]([F:1])=[CH:7][C:6]([OH:8])=[CH:5][C:4]=3[F:9])=[CH:19][CH:18]=2)[CH:13]=[CH:14][C:15]=1[OH:20]. The catalyst class is: 1. (4) Reactant: [CH3:1][O:2][C:3]1[CH:4]=[C:5]2[C:10](=[CH:11][C:12]=1[O:13][CH3:14])[N:9]=[CH:8][CH:7]=[C:6]2[OH:15].Br[CH2:17][CH2:18][CH2:19][N:20]1[C:24](=[O:25])[C:23]2=[CH:26][CH:27]=[CH:28][CH:29]=[C:22]2[C:21]1=[O:30].C(=O)([O-])[O-].[K+].[K+].CN(C=O)C.CN(C)C=O. Product: [CH3:1][O:2][C:3]1[CH:4]=[C:5]2[C:10](=[CH:11][C:12]=1[O:13][CH3:14])[N:9]=[CH:8][CH:7]=[C:6]2[O:15][CH2:17][CH2:18][CH2:19][N:20]1[C:24](=[O:25])[C:23]2=[CH:26][CH:27]=[CH:28][CH:29]=[C:22]2[C:21]1=[O:30]. The catalyst class is: 355. (5) Reactant: [CH3:1][C@@:2]12[C:19](=[O:20])[CH2:18][CH2:17][C@H:3]1[C@H:4]1[C@H:13]([CH2:14][CH2:15]2)[CH2:12][C@H:11]2[C@@H:6]([CH2:7][CH2:8][C:9](=[O:16])[CH2:10]2)[CH2:5]1.CCC(C)[BH-](C(C)CC)C(C)CC.[K+].[OH-].[Na+].OO. Product: [OH:16][C@H:9]1[CH2:8][CH2:7][C@@H:6]2[C@H:11]([CH2:12][C@@H:13]3[C@@H:4]([CH2:5]2)[C@@H:3]2[CH2:17][CH2:18][C:19](=[O:20])[C@@:2]2([CH3:1])[CH2:15][CH2:14]3)[CH2:10]1. The catalyst class is: 1. (6) Reactant: [CH2:1]([N:8]1[CH2:13][CH2:12][CH:11]([C:14](N(OC)C)=[O:15])[CH2:10][CH2:9]1)[C:2]1[CH:7]=[CH:6][CH:5]=[CH:4][CH:3]=1.[CH2:20]([Mg]Br)[CH2:21][CH:22]=[CH2:23]. Product: [CH2:1]([N:8]1[CH2:13][CH2:12][CH:11]([C:14](=[O:15])[CH2:23][CH2:22][CH:21]=[CH2:20])[CH2:10][CH2:9]1)[C:2]1[CH:7]=[CH:6][CH:5]=[CH:4][CH:3]=1. The catalyst class is: 1. (7) Product: [C:28]([O:32][C:33]([N:35]1[CH2:38][CH:37]([O:27][C:20]2[C:19]3[C:24](=[CH:25][CH:26]=[C:17]([O:16][CH3:15])[N:18]=3)[N:23]=[CH:22][CH:21]=2)[CH2:36]1)=[O:34])([CH3:31])([CH3:29])[CH3:30]. Reactant: CC(OC(/N=N/C(OC(C)C)=O)=O)C.[CH3:15][O:16][C:17]1[N:18]=[C:19]2[C:24](=[CH:25][CH:26]=1)[N:23]=[CH:22][CH:21]=[C:20]2[OH:27].[C:28]([O:32][C:33]([N:35]1[CH2:38][CH:37](O)[CH2:36]1)=[O:34])([CH3:31])([CH3:30])[CH3:29].C1C=CC(P(C2C=CC=CC=2)C2C=CC=CC=2)=CC=1. The catalyst class is: 1. (8) The catalyst class is: 21. Product: [CH2:15]([O:8][C:5]1[CH:6]=[CH:7][C:2]([Br:1])=[CH:3][CH:4]=1)[C:16]1[CH:21]=[CH:20][CH:19]=[CH:18][CH:17]=1. Reactant: [Br:1][C:2]1[CH:7]=[CH:6][C:5]([OH:8])=[CH:4][CH:3]=1.C(=O)([O-])[O-].[K+].[K+].[CH2:15](Br)[C:16]1[CH:21]=[CH:20][CH:19]=[CH:18][CH:17]=1.